Dataset: NCI-60 drug combinations with 297,098 pairs across 59 cell lines. Task: Regression. Given two drug SMILES strings and cell line genomic features, predict the synergy score measuring deviation from expected non-interaction effect. (1) Drug 1: CN1C2=C(C=C(C=C2)N(CCCl)CCCl)N=C1CCCC(=O)O.Cl. Drug 2: CC1C(C(CC(O1)OC2CC(CC3=C2C(=C4C(=C3O)C(=O)C5=C(C4=O)C(=CC=C5)OC)O)(C(=O)CO)O)N)O.Cl. Cell line: NCI-H522. Synergy scores: CSS=50.4, Synergy_ZIP=-3.57, Synergy_Bliss=-2.44, Synergy_Loewe=-24.4, Synergy_HSA=-0.186. (2) Drug 1: CCC1(CC2CC(C3=C(CCN(C2)C1)C4=CC=CC=C4N3)(C5=C(C=C6C(=C5)C78CCN9C7C(C=CC9)(C(C(C8N6C=O)(C(=O)OC)O)OC(=O)C)CC)OC)C(=O)OC)O.OS(=O)(=O)O. Drug 2: CC1CCC2CC(C(=CC=CC=CC(CC(C(=O)C(C(C(=CC(C(=O)CC(OC(=O)C3CCCCN3C(=O)C(=O)C1(O2)O)C(C)CC4CCC(C(C4)OC)O)C)C)O)OC)C)C)C)OC. Cell line: SF-268. Synergy scores: CSS=-0.0380, Synergy_ZIP=-0.173, Synergy_Bliss=1.29, Synergy_Loewe=0.639, Synergy_HSA=0.842. (3) Drug 1: CC(C1=C(C=CC(=C1Cl)F)Cl)OC2=C(N=CC(=C2)C3=CN(N=C3)C4CCNCC4)N. Drug 2: CC12CCC3C(C1CCC2=O)CC(=C)C4=CC(=O)C=CC34C. Cell line: MOLT-4. Synergy scores: CSS=62.7, Synergy_ZIP=1.03, Synergy_Bliss=1.62, Synergy_Loewe=-9.25, Synergy_HSA=1.17. (4) Drug 1: CC1=C2C(C(=O)C3(C(CC4C(C3C(C(C2(C)C)(CC1OC(=O)C(C(C5=CC=CC=C5)NC(=O)OC(C)(C)C)O)O)OC(=O)C6=CC=CC=C6)(CO4)OC(=O)C)OC)C)OC. Drug 2: CCN(CC)CCCC(C)NC1=C2C=C(C=CC2=NC3=C1C=CC(=C3)Cl)OC. Cell line: HCT-15. Synergy scores: CSS=72.0, Synergy_ZIP=3.15, Synergy_Bliss=-0.161, Synergy_Loewe=-16.5, Synergy_HSA=1.92.